Dataset: Forward reaction prediction with 1.9M reactions from USPTO patents (1976-2016). Task: Predict the product of the given reaction. (1) Given the reactants [Cl:1][C:2]1[CH:7]=[C:6]([O:8][C:9]2[CH:14]=[CH:13][C:12]([N:15]=[C:16]=[O:17])=[CH:11][CH:10]=2)[N:5]=[CH:4][N:3]=1.[CH3:18][N:19]1[CH2:24][CH2:23][CH:22]([O:25][C:26]2[CH:31]=[CH:30][C:29]([NH2:32])=[CH:28][C:27]=2[C:33]([F:36])([F:35])[F:34])[CH2:21][CH2:20]1, predict the reaction product. The product is: [Cl:1][C:2]1[N:3]=[CH:4][N:5]=[C:6]([O:8][C:9]2[CH:10]=[CH:11][C:12]([NH:15][C:16]([NH:32][C:29]3[CH:30]=[CH:31][C:26]([O:25][CH:22]4[CH2:21][CH2:20][N:19]([CH3:18])[CH2:24][CH2:23]4)=[C:27]([C:33]([F:36])([F:34])[F:35])[CH:28]=3)=[O:17])=[CH:13][CH:14]=2)[CH:7]=1. (2) Given the reactants [OH:1][C:2]1[CH:7]=[CH:6][C:5]([S:8][CH2:9][CH2:10][CH2:11][C:12]([OH:14])=O)=[CH:4][CH:3]=1.[CH3:15][NH:16][CH2:17][C:18]1[CH:23]=[CH:22][CH:21]=[CH:20][C:19]=1[N+:24]([O-:26])=[O:25], predict the reaction product. The product is: [OH:1][C:2]1[CH:3]=[CH:4][C:5]([S:8][CH2:9][CH2:10][CH2:11][C:12]([N:16]([CH3:15])[CH2:17][C:18]2[CH:23]=[CH:22][CH:21]=[CH:20][C:19]=2[N+:24]([O-:26])=[O:25])=[O:14])=[CH:6][CH:7]=1. (3) Given the reactants O=[C:2]1[CH2:7][CH2:6][N:5]([CH2:8][C:9]2([C:15]([O:17][C:18]([CH3:21])([CH3:20])[CH3:19])=[O:16])[CH2:14][CH2:13][O:12][CH2:11][CH2:10]2)[CH2:4][CH2:3]1.C1(C)C=CC(S([CH2:31][N+:32]#[C-])(=O)=O)=CC=1.CCO.CC([O-])(C)C.[K+].C([O-])(O)=O.[Na+], predict the reaction product. The product is: [C:31]([CH:2]1[CH2:7][CH2:6][N:5]([CH2:8][C:9]2([C:15]([O:17][C:18]([CH3:21])([CH3:20])[CH3:19])=[O:16])[CH2:14][CH2:13][O:12][CH2:11][CH2:10]2)[CH2:4][CH2:3]1)#[N:32]. (4) Given the reactants [CH3:1][C:2]1[CH:7]=[CH:6][C:5]([S:8]([O:11][C:12]2[C:21]3[C:16](=[CH:17][CH:18]=[CH:19][CH:20]=3)[C:15]([S:22]([O-:25])(=[O:24])=[O:23])=[CH:14][CH:13]=2)(=[O:10])=[O:9])=[CH:4][CH:3]=1.[Na+].[Cl-].[C:28]1([S+:34]([C:41]2[CH:46]=[CH:45][CH:44]=[CH:43][CH:42]=2)[C:35]2[CH:40]=[CH:39][CH:38]=[CH:37][CH:36]=2)[CH:33]=[CH:32][CH:31]=[CH:30][CH:29]=1, predict the reaction product. The product is: [CH3:1][C:2]1[CH:3]=[CH:4][C:5]([S:8]([O:11][C:12]2[C:21]3[C:16](=[CH:17][CH:18]=[CH:19][CH:20]=3)[C:15]([S:22]([O-:25])(=[O:24])=[O:23])=[CH:14][CH:13]=2)(=[O:9])=[O:10])=[CH:6][CH:7]=1.[C:41]1([S+:34]([C:28]2[CH:29]=[CH:30][CH:31]=[CH:32][CH:33]=2)[C:35]2[CH:40]=[CH:39][CH:38]=[CH:37][CH:36]=2)[CH:42]=[CH:43][CH:44]=[CH:45][CH:46]=1. (5) Given the reactants [CH:1]1([CH2:4][O:5][C@@H:6]2[CH2:11][CH2:10][C@H:9]([N:12]3[CH2:17][CH2:16][CH:15]([NH:18][C:19]4[CH:24]=[C:23]([CH3:25])[CH:22]=[CH:21][C:20]=4[N+:26]([O-])=O)[CH2:14][CH2:13]3)[CH2:8][CH2:7]2)[CH2:3][CH2:2]1.O.NN, predict the reaction product. The product is: [CH:1]1([CH2:4][O:5][C@@H:6]2[CH2:7][CH2:8][C@H:9]([N:12]3[CH2:13][CH2:14][CH:15]([NH:18][C:19]4[C:20]([NH2:26])=[CH:21][CH:22]=[C:23]([CH3:25])[CH:24]=4)[CH2:16][CH2:17]3)[CH2:10][CH2:11]2)[CH2:2][CH2:3]1. (6) Given the reactants Cl[C:2]1[N:7]=[C:6]([C:8]2[CH:9]=[CH:10][C:11]([F:29])=[C:12]([CH:28]=2)[CH2:13][N:14]2[CH2:19][CH2:18][N:17](C(OC(C)(C)C)=O)[CH2:16][C@@H:15]2[CH3:27])[CH:5]=[CH:4][N:3]=1.[F:30][C:31]1[CH:32]=[C:33]([CH2:38][CH2:39][NH2:40])[CH:34]=[C:35]([F:37])[CH:36]=1, predict the reaction product. The product is: [F:30][C:31]1[CH:32]=[C:33]([CH:34]=[C:35]([F:37])[CH:36]=1)[CH2:38][CH2:39][NH:40][C:2]1[N:7]=[C:6]([C:8]2[CH:9]=[CH:10][C:11]([F:29])=[C:12]([CH2:13][N:14]3[CH2:19][CH2:18][NH:17][CH2:16][C@@H:15]3[CH3:27])[CH:28]=2)[CH:5]=[CH:4][N:3]=1. (7) Given the reactants [Cl-].[Cl-].[Cl-].[Al+3].[Cl:5][C:6]1[C:15]2[C:10](=[CH:11][C:12]([O:16]C)=[CH:13][CH:14]=2)[N:9]=[N:8][CH:7]=1, predict the reaction product. The product is: [Cl:5][C:6]1[C:15]2[C:10](=[CH:11][C:12]([OH:16])=[CH:13][CH:14]=2)[N:9]=[N:8][CH:7]=1.